Dataset: Peptide-MHC class II binding affinity with 134,281 pairs from IEDB. Task: Regression. Given a peptide amino acid sequence and an MHC pseudo amino acid sequence, predict their binding affinity value. This is MHC class II binding data. The peptide sequence is LDAKSTWYGKPTGAG. The MHC is DRB3_0101 with pseudo-sequence DRB3_0101. The binding affinity (normalized) is 0.